The task is: Predict the reaction yield, written as a fraction of the theoretical maximum amount of product (1.0 means a 100% yield; for example, 0.34 means a 34% yield).. This data is from Reaction yield outcomes from USPTO patents with 853,638 reactions. (1) The reactants are [Br:1][C:2]1[CH:11]=[CH:10][CH:9]=[C:8]2[C:3]=1[N:4]=[C:5]([Cl:13])[C:6](Cl)=[N:7]2.[NH4+:14].[OH-]. The catalyst is CN(C=O)C.O. The product is [Br:1][C:2]1[CH:11]=[CH:10][CH:9]=[C:8]2[C:3]=1[N:4]=[C:5]([Cl:13])[C:6]([NH2:14])=[N:7]2. The yield is 0.270. (2) The reactants are [Br:1][C:2]1[CH:3]=[C:4]([CH:8]([C:24]2([OH:30])[CH2:29][CH2:28][CH2:27][CH2:26][CH2:25]2)[C:9]([N:11]2[CH2:16][CH2:15][N:14]([C:17]([O:19][C:20]([CH3:23])([CH3:22])[CH3:21])=[O:18])[CH2:13][CH2:12]2)=O)[CH:5]=[CH:6][CH:7]=1.B.CO. The catalyst is O1CCCC1. The product is [Br:1][C:2]1[CH:3]=[C:4]([CH:8]([C:24]2([OH:30])[CH2:29][CH2:28][CH2:27][CH2:26][CH2:25]2)[CH2:9][N:11]2[CH2:12][CH2:13][N:14]([C:17]([O:19][C:20]([CH3:23])([CH3:22])[CH3:21])=[O:18])[CH2:15][CH2:16]2)[CH:5]=[CH:6][CH:7]=1. The yield is 0.980. (3) The reactants are [CH2:1]([O:8][C:9]1[CH:14]=[CH:13][CH:12]=[CH:11][C:10]=1[N+:15]([O-])=O)[C:2]1[CH:7]=[CH:6][CH:5]=[CH:4][CH:3]=1.[BH4-].[Na+]. The catalyst is CO.Cl[Ni]Cl. The product is [CH2:1]([O:8][C:9]1[CH:14]=[CH:13][CH:12]=[CH:11][C:10]=1[NH2:15])[C:2]1[CH:3]=[CH:4][CH:5]=[CH:6][CH:7]=1. The yield is 1.00. (4) The reactants are [CH3:1][N:2]1[C:6]([CH2:7][N:8]2[CH2:12][CH:11]([CH2:13][CH2:14][CH3:15])[CH2:10][C:9]2=[O:16])=[C:5]([C:17]#[N:18])[N:4]=[CH:3]1.C[OH:20]. The catalyst is O.[OH-].[Na+]. The product is [CH3:1][N:2]1[C:6]([CH2:7][N:8]2[CH2:12][CH:11]([CH2:13][CH2:14][CH3:15])[CH2:10][C:9]2=[O:16])=[C:5]([C:17]([NH2:18])=[O:20])[N:4]=[CH:3]1. The yield is 0.430. (5) The reactants are [NH2:1][CH:2]1[CH2:7][CH2:6][N:5]([CH2:8][CH2:9][N:10]2[C:19]3[C:14](=[N:15][CH:16]=[C:17]([F:22])[C:18]=3[CH2:20][CH3:21])[CH:13]=[CH:12][C:11]2=[O:23])[CH2:4][CH2:3]1.[N:24]1[C:29]2[O:30][CH2:31][CH2:32][O:33][C:28]=2[CH:27]=[C:26]([CH:34]=O)[N:25]=1.CO.[BH-](OC(C)=O)(OC(C)=O)OC(C)=O.[Na+].C(Cl)(Cl)[Cl:53]. No catalyst specified. The product is [ClH:53].[ClH:53].[N:24]1[C:29]2[O:30][CH2:31][CH2:32][O:33][C:28]=2[CH:27]=[C:26]([CH2:34][NH:1][CH:2]2[CH2:3][CH2:4][N:5]([CH2:8][CH2:9][N:10]3[C:19]4[C:14](=[N:15][CH:16]=[C:17]([F:22])[C:18]=4[CH2:20][CH3:21])[CH:13]=[CH:12][C:11]3=[O:23])[CH2:6][CH2:7]2)[N:25]=1. The yield is 0.260. (6) The reactants are Br[C:2]1[C:11]2[C:6](=[CH:7][CH:8]=[C:9]([O:12][CH3:13])[CH:10]=2)[C:5]([Cl:14])=[N:4][CH:3]=1.[Li]C(C)(C)C.CCCCC.[C:25](=[O:27])=[O:26].[OH-].[Na+]. The catalyst is C1COCC1.O. The product is [Cl:14][C:5]1[C:6]2[C:11](=[CH:10][C:9]([O:12][CH3:13])=[CH:8][CH:7]=2)[C:2]([C:25]([OH:27])=[O:26])=[CH:3][N:4]=1. The yield is 0.472. (7) The catalyst is C1C=CC([P]([Pd]([P](C2C=CC=CC=2)(C2C=CC=CC=2)C2C=CC=CC=2)([P](C2C=CC=CC=2)(C2C=CC=CC=2)C2C=CC=CC=2)[P](C2C=CC=CC=2)(C2C=CC=CC=2)C2C=CC=CC=2)(C2C=CC=CC=2)C2C=CC=CC=2)=CC=1.O.CCOC(C)=O.C1(C)C=CC=CC=1. The product is [C:1]([O:5][C:6](=[O:29])[NH:7][C:8]([C:10]1[S:11][C:12]([S:27][CH3:28])=[C:13]([S:15]([C:18]2[CH:19]=[C:20]([C:31]3[C:32]([NH2:41])=[CH:33][C:34]([N+:38]([O-:40])=[O:39])=[CH:35][C:36]=3[CH3:37])[CH:21]=[CH:22][CH:23]=2)(=[O:17])=[O:16])[CH:14]=1)=[NH:9])([CH3:4])([CH3:3])[CH3:2]. The reactants are [C:1]([O:5][C:6](=[O:29])[NH:7][C:8]([C:10]1[S:11][C:12]([S:27][CH3:28])=[C:13]([S:15]([C:18]2[CH:23]=[CH:22][CH:21]=[C:20](B(O)O)[CH:19]=2)(=[O:17])=[O:16])[CH:14]=1)=[NH:9])([CH3:4])([CH3:3])[CH3:2].Br[C:31]1[C:36]([CH3:37])=[CH:35][C:34]([N+:38]([O-:40])=[O:39])=[CH:33][C:32]=1[NH2:41].C([O-])([O-])=O.[Na+].[Na+].C(O)C. The yield is 0.330. (8) The product is [Na:30].[CH3:60][C:61]1([CH3:79])[O:66][CH2:65][CH:64]([CH2:67][O:68][C:69]2[CH:74]=[CH:73][N:72]=[C:71]([CH2:75][S:18]([C:20]3[NH:21][C:22]4[CH:28]=[CH:27][CH:26]=[CH:25][C:23]=4[N:24]=3)=[O:19])[C:70]=2[CH2:77][CH3:78])[CH2:63][O:62]1. No catalyst specified. The reactants are COC1OCC(COC2C=CN=C(C[S:18]([C:20]3[NH:24][C:23]4[CH:25]=[CH:26][CH:27]=[CH:28][C:22]=4[N:21]=3)=[O:19])C=2C)CO1.[Na:30].COC1OCC(COC2C=CN=C(CS(C3NC4C=CC=CC=4N=3)=O)C=2C)CO1.[CH3:60][C:61]1([CH3:79])[O:66][CH2:65][CH:64]([CH2:67][O:68][C:69]2[CH:74]=[CH:73][N:72]=[C:71]([CH2:75]O)[C:70]=2[CH2:77][CH3:78])[CH2:63][O:62]1. The yield is 0.250. (9) The reactants are OC(C)(C)[CH2:3][CH:4]=[C:5]1[CH:14]=[CH:13][C:8]([C:9]([O:11]C)=[O:10])=[C:7]([C:15]([O:17]C)=[O:16])[CH2:6]1.O=C1O[C@H]([C@H](CO)O)C(O)=C1O.[OH-].[Na+].Cl. The catalyst is O. The product is [C:4]([C:5]1[CH:6]=[C:7]([C:15]([OH:17])=[O:16])[C:8](=[CH:13][CH:14]=1)[C:9]([OH:11])=[O:10])#[CH:3]. The yield is 0.883. (10) The reactants are CO[C:3](=[O:27])[C:4]1[CH:9]=[CH:8][C:7]([O:10][CH2:11][C:12]2[C:13]([C:21]3[CH:26]=[CH:25][CH:24]=[CH:23][CH:22]=3)=[N:14][O:15][C:16]=2[C:17]([F:20])([F:19])[F:18])=[N:6][CH:5]=1.[CH2:28]([CH2:30][NH2:31])[OH:29]. No catalyst specified. The product is [OH:29][CH2:28][CH2:30][NH:31][C:3](=[O:27])[C:4]1[CH:9]=[CH:8][C:7]([O:10][CH2:11][C:12]2[C:13]([C:21]3[CH:26]=[CH:25][CH:24]=[CH:23][CH:22]=3)=[N:14][O:15][C:16]=2[C:17]([F:18])([F:19])[F:20])=[N:6][CH:5]=1. The yield is 0.240.